From a dataset of Catalyst prediction with 721,799 reactions and 888 catalyst types from USPTO. Predict which catalyst facilitates the given reaction. (1) Reactant: FC(F)(F)S(O[C:7]1[C@H:8]([CH3:20])[CH2:9][N:10]([C:13]2[C:18]([Cl:19])=[CH:17][CH:16]=[CH:15][N:14]=2)[CH2:11][CH:12]=1)(=O)=O.C([N:25]([CH2:28]C)[CH2:26][CH3:27])C.[F:30][C:31]([F:40])([F:39])[C:32]1[CH:38]=CC(N)=[CH:34][CH:33]=1.[C]=[O:42]. Product: [Cl:19][C:18]1[C:13]([N:10]2[CH2:11][CH:12]=[C:7]([C:28]([NH:25][C:26]3[CH:27]=[CH:38][C:32]([C:31]([F:40])([F:39])[F:30])=[CH:33][CH:34]=3)=[O:42])[C@H:8]([CH3:20])[CH2:9]2)=[N:14][CH:15]=[CH:16][CH:17]=1. The catalyst class is: 613. (2) Reactant: [Cl-].O[NH3+:3].[C:4](=[O:7])([O-])[OH:5].[Na+].CS(C)=O.[O:13]1[C:17]2[CH:18]=[CH:19][C:20]([N:22]3[C:27](=[O:28])[C:26]([CH2:29][C:30]4[CH:35]=[CH:34][C:33]([C:36]5[C:37]([C:42]#[N:43])=[CH:38][CH:39]=[CH:40][CH:41]=5)=[CH:32][CH:31]=4)=[C:25]([O:44][CH2:45][CH3:46])[N:24]=[C:23]3[CH3:47])=[CH:21][C:16]=2[CH2:15][CH2:14]1. Product: [O:13]1[C:17]2[CH:18]=[CH:19][C:20]([N:22]3[C:27](=[O:28])[C:26]([CH2:29][C:30]4[CH:35]=[CH:34][C:33]([C:36]5[CH:41]=[CH:40][CH:39]=[CH:38][C:37]=5[C:42]5[NH:3][C:4](=[O:7])[O:5][N:43]=5)=[CH:32][CH:31]=4)=[C:25]([O:44][CH2:45][CH3:46])[N:24]=[C:23]3[CH3:47])=[CH:21][C:16]=2[CH2:15][CH2:14]1. The catalyst class is: 13.